From a dataset of Catalyst prediction with 721,799 reactions and 888 catalyst types from USPTO. Predict which catalyst facilitates the given reaction. (1) Reactant: Cl.[O:2]=[C:3]1[NH:11][C:6]2=[N:7][CH:8]=[CH:9][CH:10]=[C:5]2[C:4]21[CH2:19][C:18]1[C:13](=[CH:14][CH:15]=[C:16]([NH:20][C:21]3[N:26]=[CH:25][N:24]=[C:23]([C:27]([OH:29])=O)[CH:22]=3)[CH:17]=1)[CH2:12]2.[NH:30]1[C:38]2[CH:37]=[CH:36][N:35]=[CH:34][C:33]=2[CH2:32][CH2:31]1.CCN(C(C)C)C(C)C.CN(C(ON1N=NC2C=CC=CC1=2)=[N+](C)C)C.[B-](F)(F)(F)F. Product: [N:30]1([C:27]([C:23]2[N:24]=[CH:25][N:26]=[C:21]([NH:20][C:16]3[CH:17]=[C:18]4[C:13](=[CH:14][CH:15]=3)[CH2:12][C:4]3([C:5]5[C:6](=[N:7][CH:8]=[CH:9][CH:10]=5)[NH:11][C:3]3=[O:2])[CH2:19]4)[CH:22]=2)=[O:29])[C:38]2[CH:37]=[CH:36][N:35]=[CH:34][C:33]=2[CH2:32][CH2:31]1. The catalyst class is: 18. (2) Reactant: [O:1]([C@H:9]([CH3:16])[CH2:10][C:11](OCC)=[O:12])[Si:2]([C:5]([CH3:8])([CH3:7])[CH3:6])([CH3:4])[CH3:3].[H-].C([Al+]CC(C)C)C(C)C.CO. Product: [O:1]([C@H:9]([CH3:16])[CH2:10][CH2:11][OH:12])[Si:2]([C:5]([CH3:6])([CH3:7])[CH3:8])([CH3:4])[CH3:3]. The catalyst class is: 4. (3) Reactant: [Cl:1][C:2]1[CH:3]=[C:4]([CH2:8][NH:9][CH3:10])[CH:5]=[CH:6][CH:7]=1.[CH3:11][O:12][C:13]1[CH:18]=[CH:17][C:16]([C:19]2[CH:20]=[CH:21][C:22](=[O:29])[N:23]([CH2:25][C:26]([OH:28])=O)[CH:24]=2)=[CH:15][CH:14]=1.OC1C2N=NNC=2C=CC=1.CCN=C=NCCCN(C)C.Cl. Product: [Cl:1][C:2]1[CH:3]=[C:4]([CH:5]=[CH:6][CH:7]=1)[CH2:8][N:9]([CH3:10])[C:26](=[O:28])[CH2:25][N:23]1[CH:24]=[C:19]([C:16]2[CH:15]=[CH:14][C:13]([O:12][CH3:11])=[CH:18][CH:17]=2)[CH:20]=[CH:21][C:22]1=[O:29]. The catalyst class is: 91. (4) Product: [C:16]([N:9]1[C:10]2[C:6](=[CH:5][CH:4]=[C:3]([O:2][CH3:1])[CH:11]=2)[CH2:7][CH2:8]1)(=[O:18])[CH3:17]. The catalyst class is: 15. Reactant: [CH3:1][O:2][C:3]1[CH:11]=[C:10]2[C:6]([CH:7]=[CH:8][NH:9]2)=[CH:5][CH:4]=1.[BH3-]C#N.[Na+].[C:16](OC(=O)C)(=[O:18])[CH3:17]. (5) Reactant: CS(O[CH2:6][C@@H:7]1[C@H:10]([NH:11][C:12]([O:14][CH2:15][C:16]2[CH:21]=[CH:20][CH:19]=[CH:18][CH:17]=2)=[O:13])[C:9](=[O:22])[N:8]1[CH2:23][C:24]1[CH:29]=[CH:28][C:27]([O:30][CH3:31])=[CH:26][C:25]=1[O:32][CH3:33])(=O)=O.[CH3:34][C:35]1[N:39]=[CH:38][NH:37][N:36]=1.C([O-])([O-])=O.[K+].[K+].[Na+].[I-]. Product: [CH3:33][O:32][C:25]1[CH:26]=[C:27]([O:30][CH3:31])[CH:28]=[CH:29][C:24]=1[CH2:23][N:8]1[C:9](=[O:22])[C@@H:10]([NH:11][C:12](=[O:13])[O:14][CH2:15][C:16]2[CH:17]=[CH:18][CH:19]=[CH:20][CH:21]=2)[C@H:7]1[CH2:6][N:36]1[C:35]([CH3:34])=[N:39][CH:38]=[N:37]1. The catalyst class is: 3. (6) Product: [CH3:1][C:2]1[CH:3]=[C:4]([CH:7]=[CH:8][C:9]=1[OH:10])[CH:5]=[CH:12][C:13]([OH:15])=[O:14]. Reactant: [CH3:1][C:2]1[CH:3]=[C:4]([CH:7]=[CH:8][C:9]=1[OH:10])[CH:5]=O.C(O)(=O)[CH2:12][C:13]([OH:15])=[O:14].N1CCCCC1.Cl. The catalyst class is: 803. (7) The catalyst class is: 4. Product: [C:18]([NH:5][CH2:1][CH2:2][CH:3]=[CH2:4])([O:17][C:14]([CH3:16])([CH3:15])[CH3:13])=[O:19]. Reactant: [CH2:1]([NH2:5])[CH2:2][CH:3]=[CH2:4].C(N(CC)CC)C.[CH3:13][C:14]([O:17][C:18](O[C:18]([O:17][C:14]([CH3:16])([CH3:15])[CH3:13])=[O:19])=[O:19])([CH3:16])[CH3:15].